From a dataset of Full USPTO retrosynthesis dataset with 1.9M reactions from patents (1976-2016). Predict the reactants needed to synthesize the given product. Given the product [N:1]1[C:10]2[C:5](=[CH:6][CH:7]=[CH:8][CH:9]=2)[C:4]([CH2:11][NH2:12])=[CH:3][CH:2]=1, predict the reactants needed to synthesize it. The reactants are: [N:1]1[C:10]2[C:5](=[CH:6][CH:7]=[CH:8][CH:9]=2)[C:4]([CH:11]=[N:12]O)=[CH:3][CH:2]=1.C([O-])=O.[NH4+].